This data is from Forward reaction prediction with 1.9M reactions from USPTO patents (1976-2016). The task is: Predict the product of the given reaction. Given the reactants [CH3:1][O:2][C:3]([C:5]1[C:6]2[CH2:7][CH2:8][N:9]([CH2:15][C:16]3[CH:21]=[CH:20][C:19]([C@@H:22]([NH:24]C(OC(C)(C)C)=O)[CH3:23])=[CH:18][CH:17]=3)[CH2:10][C:11]=2[CH:12]=[CH:13][CH:14]=1)=[O:4].Cl.C([O-])(O)=O.[Na+], predict the reaction product. The product is: [CH3:1][O:2][C:3]([C:5]1[C:6]2[CH2:7][CH2:8][N:9]([CH2:15][C:16]3[CH:17]=[CH:18][C:19]([C@@H:22]([NH2:24])[CH3:23])=[CH:20][CH:21]=3)[CH2:10][C:11]=2[CH:12]=[CH:13][CH:14]=1)=[O:4].